This data is from Catalyst prediction with 721,799 reactions and 888 catalyst types from USPTO. The task is: Predict which catalyst facilitates the given reaction. (1) Reactant: [Br:1][C:2]1[C:3]([CH3:9])=[N:4][C:5](Cl)=[N:6][CH:7]=1.Cl.[NH:11]1[CH2:16][CH2:15][CH2:14][C@@H:13]([OH:17])[CH2:12]1.CCN(CC)CC. Product: [Br:1][C:2]1[C:3]([CH3:9])=[N:4][C:5]([N:11]2[CH2:16][CH2:15][CH2:14][C@@H:13]([OH:17])[CH2:12]2)=[N:6][CH:7]=1. The catalyst class is: 3. (2) Reactant: [O:1]=[C:2]1[O:8][C@H:7]([C@H:9]([CH2:11][OH:12])[OH:10])[C:5]([OH:6])=[C:3]1[OH:4].C(N(CCCC)CCCC)CCC.C(O)C.[CH3:29][C:30]1[C:35]2[C:36]([NH2:41])=[N:37][C:38]([NH2:40])=[N:39][C:34]=2[CH:33]=[CH:32][C:31]=1[CH2:42][NH:43][C:44]1[CH:49]=[C:48]([O:50][CH3:51])[C:47]([O:52][CH3:53])=[C:46]([O:54][CH3:55])[CH:45]=1.FC(F)(F)C([O-])=O. Product: [CH3:29][C:30]1[C:35]2[C:36]([NH2:41])=[N:37][C:38]([NH2:40])=[N:39][C:34]=2[CH:33]=[CH:32][C:31]=1[CH2:42][NH:43][C:44]1[CH:49]=[C:48]([O:50][CH3:51])[C:47]([O:52][CH3:53])=[C:46]([O:54][CH3:55])[CH:45]=1.[O:1]=[C:2]1[O:8][C@H:7]([C@H:9]([CH2:11][OH:12])[OH:10])[C:5]([O-:6])=[C:3]1[OH:4]. The catalyst class is: 41. (3) Reactant: [H-].[Al+3].[Li+].[H-].[H-].[H-].C(OC(=O)C[CH2:14][C:15]1[C:20]([Cl:21])=[CH:19][C:18]([O:22][CH2:23][CH:24]=[C:25]([Cl:27])[Cl:26])=[CH:17][C:16]=1[Cl:28])(C)(C)C.C([O:33][CH2:34][CH3:35])(=O)C.[OH2:36]. Product: [Cl:21][C:20]1[CH:19]=[C:18]([O:22][CH2:23][CH:24]=[C:25]([Cl:26])[Cl:27])[CH:17]=[C:16]([Cl:28])[C:15]=1[CH2:14][O:36][CH2:35][CH2:34][OH:33]. The catalyst class is: 27. (4) Reactant: C[O:2][C:3]1[CH:12]=[C:11]2[C:6]([CH:7]=[CH:8][C:9]([NH2:17])=[C:10]2[C:13]([F:16])([F:15])[F:14])=[CH:5][CH:4]=1.B(Br)(Br)Br. Product: [NH2:17][C:9]1[C:10]([C:13]([F:14])([F:15])[F:16])=[C:11]2[C:6]([CH:5]=[CH:4][C:3]([OH:2])=[CH:12]2)=[CH:7][CH:8]=1. The catalyst class is: 4. (5) Reactant: [CH3:1][S:2][C:3]1[CH:8]=[C:7]([C:9]2[C:18]3[C:13](=[CH:14][CH:15]=[CH:16][CH:17]=3)[CH:12]=[CH:11][CH:10]=2)OC(=O)[C:4]=1[C:20]([O:22][CH3:23])=[O:21].[C:24]1([N:30]2[CH:38]=[C:37]3[C:32]([CH2:33][CH2:34][CH2:35][C:36]3=O)=[N:31]2)[CH:29]=[CH:28][CH:27]=[CH:26][CH:25]=1.[OH-].[K+].Cl. Product: [CH3:1][S:2][C:3]1[CH:8]=[C:7]([C:9]2[C:18]3[C:13](=[CH:14][CH:15]=[CH:16][CH:17]=3)[CH:12]=[CH:11][CH:10]=2)[C:35]2[CH2:34][CH2:33][C:32]3[C:37](=[CH:38][N:30]([C:24]4[CH:29]=[CH:28][CH:27]=[CH:26][CH:25]=4)[N:31]=3)[C:36]=2[C:4]=1[C:20]([O:22][CH3:23])=[O:21]. The catalyst class is: 3. (6) Reactant: [F:1][C:2]1[CH:3]=[C:4]([C:7]([OH:9])=O)[NH:5][CH:6]=1.Cl.[CH3:11][O:12][NH:13][CH3:14].C1C=CC2N(O)N=NC=2C=1.C(Cl)CCl. Product: [CH3:11][O:12][N:13]([CH3:14])[C:7]([C:4]1[NH:5][CH:6]=[C:2]([F:1])[CH:3]=1)=[O:9]. The catalyst class is: 2. (7) Reactant: [C:1]([C:3]1[CH:11]=[CH:10][C:6]([C:7]([OH:9])=[O:8])=[CH:5][CH:4]=1)#[N:2].[NH2:12][OH:13].Cl.C([O-])([O-])=O.[K+].[K+].OC1C=CC=C2C=1N=CC=C2. Product: [OH:13][NH:12][C:1]([C:3]1[CH:11]=[CH:10][C:6]([C:7]([OH:9])=[O:8])=[CH:5][CH:4]=1)=[NH:2]. The catalyst class is: 88. (8) Reactant: [C:1]1([C:7]2[NH:8][CH:9]=[CH:10][N:11]=2)[CH:6]=[CH:5][CH:4]=[CH:3][CH:2]=1.[H-].[Na+].[Cl:14][C:15]1[N:20]=[C:19](Cl)[CH:18]=[CH:17][N:16]=1. Product: [Cl:14][C:15]1[N:20]=[C:19]([N:11]2[CH:10]=[CH:9][N:8]=[C:7]2[C:1]2[CH:2]=[CH:3][CH:4]=[CH:5][CH:6]=2)[CH:18]=[CH:17][N:16]=1. The catalyst class is: 1.